The task is: Predict the product of the given reaction.. This data is from Forward reaction prediction with 1.9M reactions from USPTO patents (1976-2016). The product is: [OH:14][CH2:15][CH:16]([CH2:18][OH:19])[OH:17].[C:1]([OH:13])(=[O:12])[CH2:2][C:3]([CH2:8][C:9]([OH:11])=[O:10])([C:5]([OH:7])=[O:6])[OH:4]. Given the reactants [C:1]([OH:13])(=[O:12])[CH2:2][C:3]([CH2:8][C:9]([OH:11])=[O:10])([C:5]([OH:7])=[O:6])[OH:4].[OH:14][CH2:15][CH:16]([CH2:18][OH:19])[OH:17], predict the reaction product.